From a dataset of Reaction yield outcomes from USPTO patents with 853,638 reactions. Predict the reaction yield, written as a fraction of the theoretical maximum amount of product (1.0 means a 100% yield; for example, 0.34 means a 34% yield). The reactants are I[C:2]1[CH:7]=[CH:6][N:5]=[C:4]2[NH:8][N:9]=[CH:10][C:3]=12.C([Mg][Cl:15])(C)C.[Cl:16][C:17]1[CH:22]=[CH:21][C:20]([S:23]([N:26]([C:30]2[C:31]([CH:37]=[O:38])=[N:32][CH:33]=[C:34](C)[CH:35]=2)COC)(=[O:25])=[O:24])=[CH:19][C:18]=1[C:39]([F:42])([F:41])[F:40]. The catalyst is C1COCC1. The product is [Cl:16][C:17]1[CH:22]=[CH:21][C:20]([S:23]([NH:26][C:30]2[C:31]([CH:37]([OH:38])[C:2]3[CH:7]=[CH:6][N:5]=[C:4]4[NH:8][N:9]=[CH:10][C:3]=34)=[N:32][CH:33]=[C:34]([Cl:15])[CH:35]=2)(=[O:25])=[O:24])=[CH:19][C:18]=1[C:39]([F:42])([F:41])[F:40]. The yield is 0.500.